From a dataset of Peptide-MHC class I binding affinity with 185,985 pairs from IEDB/IMGT. Regression. Given a peptide amino acid sequence and an MHC pseudo amino acid sequence, predict their binding affinity value. This is MHC class I binding data. (1) The peptide sequence is FFKFSFMYI. The MHC is HLA-B08:01 with pseudo-sequence HLA-B08:01. The binding affinity (normalized) is 0.378. (2) The peptide sequence is LPAQLTATA. The MHC is HLA-A30:01 with pseudo-sequence HLA-A30:01. The binding affinity (normalized) is 0.0847. (3) The peptide sequence is RKDIQQWEPS. The MHC is HLA-A32:01 with pseudo-sequence HLA-A32:01. The binding affinity (normalized) is 0.236. (4) The peptide sequence is STLIFFVII. The MHC is HLA-A32:01 with pseudo-sequence HLA-A32:01. The binding affinity (normalized) is 0.734. (5) The peptide sequence is EEMNLPGRW. The MHC is HLA-A01:01 with pseudo-sequence HLA-A01:01. The binding affinity (normalized) is 0. (6) The peptide sequence is FLAAECPFL. The MHC is HLA-B51:01 with pseudo-sequence HLA-B51:01. The binding affinity (normalized) is 0.0847. (7) The peptide sequence is EVPAQYLTY. The MHC is HLA-A02:12 with pseudo-sequence HLA-A02:12. The binding affinity (normalized) is 0.0847.